Dataset: Full USPTO retrosynthesis dataset with 1.9M reactions from patents (1976-2016). Task: Predict the reactants needed to synthesize the given product. (1) Given the product [CH:1]([C:4]1[CH:12]=[CH:11][C:10]2[N:9]([CH2:28][CH2:27][C:24]3[CH:23]=[N:22][C:21]([CH3:20])=[CH:26][N:25]=3)[C:8]3[CH2:13][CH2:14][N:15]([CH3:17])[CH2:16][C:7]=3[C:6]=2[CH:5]=1)([CH3:3])[CH3:2], predict the reactants needed to synthesize it. The reactants are: [CH:1]([C:4]1[CH:12]=[CH:11][C:10]2[NH:9][C:8]3[CH2:13][CH2:14][N:15]([CH3:17])[CH2:16][C:7]=3[C:6]=2[CH:5]=1)([CH3:3])[CH3:2].[OH-].[K+].[CH3:20][C:21]1[CH:26]=[N:25][C:24]([CH:27]=[CH2:28])=[CH:23][N:22]=1. (2) The reactants are: O1CCCCC1[O:7][CH2:8][CH2:9][O:10][C:11](=[O:37])[O:12][CH:13]([N:15]1[N:19]=[C:18]([C:20]#[N:21])[C:17]([C:22]2[CH:27]=[C:26]([C:28]([F:31])([F:30])[F:29])[CH:25]=[C:24]([C:32]3[CH:36]=[CH:35][S:34][CH:33]=3)[CH:23]=2)=[N:16]1)[CH3:14].Cl. Given the product [OH:7][CH2:8][CH2:9][O:10][C:11](=[O:37])[O:12][CH:13]([N:15]1[N:19]=[C:18]([C:20]#[N:21])[C:17]([C:22]2[CH:27]=[C:26]([C:28]([F:30])([F:29])[F:31])[CH:25]=[C:24]([C:32]3[CH:36]=[CH:35][S:34][CH:33]=3)[CH:23]=2)=[N:16]1)[CH3:14], predict the reactants needed to synthesize it. (3) Given the product [Cl:1][C:2]1[C:3]([C:8]2[CH:9]=[C:10]3[C:14](=[CH:15][CH:16]=2)[NH:13][N:12]=[C:11]3[NH:24][C:25]2[S:26][C:27]([CH2:30][C:31]#[N:32])=[CH:28][N:29]=2)=[N:4][CH:5]=[CH:6][CH:7]=1, predict the reactants needed to synthesize it. The reactants are: [Cl:1][C:2]1[C:3]([C:8]2[CH:9]=[C:10]3[C:14](=[CH:15][CH:16]=2)[N:13](C(OC(C)(C)C)=O)[N:12]=[C:11]3[NH:24][C:25]2[S:26][C:27]([CH2:30][C:31]#[N:32])=[CH:28][N:29]=2)=[N:4][CH:5]=[CH:6][CH:7]=1.FC(F)(F)C(O)=O. (4) Given the product [Cl:1][C:2]1[CH:7]=[CH:6][C:5]([C@@:8]2([CH3:36])[C@:12]([C:14]3[CH:15]=[CH:16][C:17]([Cl:20])=[CH:18][CH:19]=3)([CH3:13])[N:11]([C:21]([N:49]3[CH2:48][CH2:47][N:46]([CH2:45][CH2:44][CH2:43][S:40]([CH3:39])(=[O:41])=[O:42])[CH2:51][CH2:50]3)=[O:22])[C:10]([C:24]3[CH:29]=[CH:28][C:27]([CH:30]([CH3:31])[CH3:32])=[CH:26][C:25]=3[O:33][CH2:34][CH3:35])=[N:9]2)=[CH:4][CH:3]=1, predict the reactants needed to synthesize it. The reactants are: [Cl:1][C:2]1[CH:7]=[CH:6][C:5]([C:8]2([CH3:36])[C:12]([C:14]3[CH:19]=[CH:18][C:17]([Cl:20])=[CH:16][CH:15]=3)([CH3:13])[N:11]([C:21](Cl)=[O:22])[C:10]([C:24]3[CH:29]=[CH:28][C:27]([CH:30]([CH3:32])[CH3:31])=[CH:26][C:25]=3[O:33][CH2:34][CH3:35])=[N:9]2)=[CH:4][CH:3]=1.Cl.Cl.[CH3:39][S:40]([CH2:43][CH2:44][CH2:45][N:46]1[CH2:51][CH2:50][NH:49][CH2:48][CH2:47]1)(=[O:42])=[O:41]. (5) Given the product [CH2:2]=[C:29]1[CH2:34][CH2:33][CH2:32][N:31]([C:35]([O:37][C:38]([CH3:41])([CH3:40])[CH3:39])=[O:36])[CH2:30]1, predict the reactants needed to synthesize it. The reactants are: [I-].[CH3:2][P+](C1C=CC=CC=1)(C1C=CC=CC=1)C1C=CC=CC=1.CC(C)([O-])C.[K+].O=[C:29]1[CH2:34][CH2:33][CH2:32][N:31]([C:35]([O:37][C:38]([CH3:41])([CH3:40])[CH3:39])=[O:36])[CH2:30]1. (6) Given the product [Cl:29][C:18]1[N:17]=[C:16]2[C:21]([N:22]=[C:14]([CH2:13][N:9]3[CH2:10][CH2:11][CH:6]([C:3]([O:2][CH3:1])([CH3:5])[CH3:4])[CH2:7][CH2:8]3)[N:15]2[CH3:30])=[C:20]([N:23]2[CH2:24][CH2:25][O:26][CH2:27][CH2:28]2)[N:19]=1, predict the reactants needed to synthesize it. The reactants are: [CH3:1][O:2][C:3]([CH:6]1[CH2:11][CH2:10][NH:9][CH2:8][CH2:7]1)([CH3:5])[CH3:4].Br[CH2:13][C:14]1[N:15]([CH3:30])[C:16]2[C:21]([N:22]=1)=[C:20]([N:23]1[CH2:28][CH2:27][O:26][CH2:25][CH2:24]1)[N:19]=[C:18]([Cl:29])[N:17]=2.